This data is from Forward reaction prediction with 1.9M reactions from USPTO patents (1976-2016). The task is: Predict the product of the given reaction. (1) Given the reactants [CH2:1]([N:3]([CH2:6][C:7](=[O:9])[CH3:8])[CH2:4][CH3:5])[CH3:2].[ClH:10], predict the reaction product. The product is: [ClH:10].[CH2:1]([N:3]([CH2:6][C:7](=[O:9])[CH3:8])[CH2:4][CH3:5])[CH3:2]. (2) Given the reactants Br[C:2]1[CH:11]=[C:10]2[C:5]([N:6]=[C:7]([C:12]3[CH:17]=[CH:16][C:15]([F:18])=[C:14]([F:19])[CH:13]=3)[CH:8]=[N:9]2)=[C:4]([C:20]([NH:22][CH2:23][C:24]([O:26]CC)=[O:25])=[O:21])[C:3]=1[OH:29].[CH:30]([O:33][C:34]1[CH:39]=[CH:38][C:37](B(O)O)=[CH:36][CH:35]=1)([CH3:32])[CH3:31].C(=O)([O-])[O-].[K+].[K+].[OH-].[Na+], predict the reaction product. The product is: [F:19][C:14]1[CH:13]=[C:12]([C:7]2[CH:8]=[N:9][C:10]3[C:5]([N:6]=2)=[C:4]([C:20]([NH:22][CH2:23][C:24]([OH:26])=[O:25])=[O:21])[C:3]([OH:29])=[C:2]([C:37]2[CH:38]=[CH:39][C:34]([O:33][CH:30]([CH3:32])[CH3:31])=[CH:35][CH:36]=2)[CH:11]=3)[CH:17]=[CH:16][C:15]=1[F:18]. (3) Given the reactants [F:1][C:2]([F:16])([F:15])[C:3]1[CH:14]=[CH:13][C:6]([CH2:7][CH:8]([C:11]#[N:12])[C:9]#[N:10])=[CH:5][CH:4]=1.[H-].[Na+].Br[CH2:20][CH:21]([CH3:24])[CH2:22][Cl:23], predict the reaction product. The product is: [Cl:23][CH2:22][CH:21]([CH3:24])[CH2:20][C:8]([CH2:7][C:6]1[CH:5]=[CH:4][C:3]([C:2]([F:15])([F:16])[F:1])=[CH:14][CH:13]=1)([C:11]#[N:12])[C:9]#[N:10]. (4) The product is: [N:34]1[NH:39][N:40]=[N:41][C:33]=1[C:30]1[CH:29]=[N:28][C:27]([C:24]2[CH:23]=[CH:22][C:21]([CH2:20][C@H:12]([NH:11][C:9](=[O:10])[C:8]3[CH:7]=[CH:6][C:5]([C:1]([CH3:2])([CH3:3])[CH3:4])=[CH:36][CH:35]=3)[C:13]([O:15][C:16]([CH3:19])([CH3:17])[CH3:18])=[O:14])=[CH:26][CH:25]=2)=[N:32][CH:31]=1. Given the reactants [C:1]([C:5]1[CH:36]=[CH:35][C:8]([C:9]([NH:11][C@@H:12]([CH2:20][C:21]2[CH:26]=[CH:25][C:24]([C:27]3[N:32]=[CH:31][C:30]([C:33]#[N:34])=[CH:29][N:28]=3)=[CH:23][CH:22]=2)[C:13]([O:15][C:16]([CH3:19])([CH3:18])[CH3:17])=[O:14])=[O:10])=[CH:7][CH:6]=1)([CH3:4])([CH3:3])[CH3:2].[NH4+].[Cl-].[N-:39]=[N+:40]=[N-:41].[Na+], predict the reaction product. (5) The product is: [Br:1][C:2]1[CH:3]=[C:4]([Cl:26])[C:5]([C:8](=[N:23][O:24][CH3:25])[CH2:9][NH:10][C:11](=[S:36])[C:12]2[CH:17]=[CH:16][CH:15]=[CH:14][C:13]=2[C:18]([F:21])([F:20])[F:19])=[N:6][CH:7]=1. Given the reactants [Br:1][C:2]1[CH:3]=[C:4]([Cl:26])[C:5]([C:8](=[N:23][O:24][CH3:25])[CH2:9][NH:10][C:11](=O)[C:12]2[CH:17]=[CH:16][CH:15]=[CH:14][C:13]=2[C:18]([F:21])([F:20])[F:19])=[N:6][CH:7]=1.COC1C=CC(P2(SP(C3C=CC(OC)=CC=3)(=S)S2)=[S:36])=CC=1.[OH-].[Na+], predict the reaction product. (6) Given the reactants Cl.CN(C)CCCN=C=NCC.O.ON1[C:19]2[CH:20]=[CH:21][CH:22]=[CH:23][C:18]=2N=N1.CO[CH:26]([NH:29]C1C=CC=CC=1)[C:27]#[N:28].[C:36]([O:40][C:41]([NH:43][C@H:44]([C:49]([OH:51])=O)[CH2:45][CH:46]([CH3:48])[CH3:47])=[O:42])([CH3:39])([CH3:38])[CH3:37].C(N(CC)C(C)C)(C)C.CCCC(C)C.[C:67](OCC)(=[O:69])C, predict the reaction product. The product is: [C:36]([O:40][C:41]([NH:43][C@H:44]([C:49]([NH:29][CH:26]([C:27]#[N:28])[C:18]1[CH:23]=[CH:22][CH:21]=[CH:20][C:19]=1[O:69][CH3:67])=[O:51])[CH2:45][CH:46]([CH3:47])[CH3:48])=[O:42])([CH3:37])([CH3:38])[CH3:39]. (7) Given the reactants [CH3:1][N:2]1[C:13]2[C:14]3[C:6](=[CH:7][NH:8][C:9]=3[CH:10]=[C:11]([C:15]([O:17][CH3:18])=[O:16])[CH:12]=2)[CH:5]=[C:4]([C:19]([O:21][CH3:22])=[O:20])[S:3]1(=[O:24])=[O:23].[H-].[Na+].[CH2:27](I)[CH3:28], predict the reaction product. The product is: [CH2:27]([N:8]1[C:9]2[CH:10]=[C:11]([C:15]([O:17][CH3:18])=[O:16])[CH:12]=[C:13]3[N:2]([CH3:1])[S:3](=[O:24])(=[O:23])[C:4]([C:19]([O:21][CH3:22])=[O:20])=[CH:5][C:6]([C:14]=23)=[CH:7]1)[CH3:28].